From a dataset of Full USPTO retrosynthesis dataset with 1.9M reactions from patents (1976-2016). Predict the reactants needed to synthesize the given product. Given the product [CH3:20][C:18]1[CH:17]=[CH:16][C:15]([C:21]2[CH:26]=[CH:25][C:24]([NH:27][C:28](=[O:30])[CH3:29])=[CH:23][CH:22]=2)=[C:14]([NH:13][C:2]2[C:3]3[C:8](=[N:7][C:6]([CH3:12])=[CH:5][CH:4]=3)[N:9]=[CH:10][CH:11]=2)[CH:19]=1, predict the reactants needed to synthesize it. The reactants are: Cl[C:2]1[CH:11]=[CH:10][N:9]=[C:8]2[C:3]=1[CH:4]=[CH:5][C:6]([CH3:12])=[N:7]2.[NH2:13][C:14]1[CH:19]=[C:18]([CH3:20])[CH:17]=[CH:16][C:15]=1[C:21]1[CH:26]=[CH:25][C:24]([NH:27][C:28](=[O:30])[CH3:29])=[CH:23][CH:22]=1.